Dataset: Forward reaction prediction with 1.9M reactions from USPTO patents (1976-2016). Task: Predict the product of the given reaction. (1) Given the reactants Cl.[Cl:2][C:3]1[CH:28]=[CH:27][C:6]2[N:7]3[C:11]([CH2:12][NH:13][CH2:14][C:5]=2[CH:4]=1)=[N:10][N:9]=[C:8]3[C@H:15]1[CH2:20][CH2:19][C@H:18]([C:21]2[N:25]=[C:24]([CH3:26])[O:23][N:22]=2)[CH2:17][CH2:16]1.C(N(CC)CC)C.[C:36](Cl)(=[O:38])[CH3:37], predict the reaction product. The product is: [Cl:2][C:3]1[CH:28]=[CH:27][C:6]2[N:7]3[C:11]([CH2:12][N:13]([C:36](=[O:38])[CH3:37])[CH2:14][C:5]=2[CH:4]=1)=[N:10][N:9]=[C:8]3[C@H:15]1[CH2:20][CH2:19][C@H:18]([C:21]2[N:25]=[C:24]([CH3:26])[O:23][N:22]=2)[CH2:17][CH2:16]1. (2) Given the reactants [CH2:1]([O:3][C:4]1[CH:36]=[CH:35][CH:34]=[CH:33][C:5]=1[O:6][C@@H:7]1[CH2:12][CH2:11][CH2:10][N:9]([C:13]2[N:18]=[CH:17][C:16]([C:19]([NH:21][CH2:22][C:23]3[CH:24]=[C:25]([CH:30]=[CH:31][CH:32]=3)[C:26]([O:28]C)=[O:27])=[O:20])=[CH:15][N:14]=2)[CH2:8]1)[CH3:2].[OH-].[Li+].O.C(OCC)(=O)C, predict the reaction product. The product is: [CH2:1]([O:3][C:4]1[CH:36]=[CH:35][CH:34]=[CH:33][C:5]=1[O:6][C@@H:7]1[CH2:12][CH2:11][CH2:10][N:9]([C:13]2[N:14]=[CH:15][C:16]([C:19]([NH:21][CH2:22][C:23]3[CH:24]=[C:25]([CH:30]=[CH:31][CH:32]=3)[C:26]([OH:28])=[O:27])=[O:20])=[CH:17][N:18]=2)[CH2:8]1)[CH3:2]. (3) Given the reactants [F:1][C:2]([F:21])([C:11]1[CH:16]=[CH:15][C:14]([C:17]([F:20])([F:19])[F:18])=[CH:13][CH:12]=1)[C:3]([C:5]1[CH:10]=[CH:9][CH:8]=[CH:7][CH:6]=1)=[O:4].[CH3:22][Mg+].[Br-], predict the reaction product. The product is: [F:1][C:2]([F:21])([C:11]1[CH:16]=[CH:15][C:14]([C:17]([F:18])([F:19])[F:20])=[CH:13][CH:12]=1)[C:3]([C:5]1[CH:6]=[CH:7][CH:8]=[CH:9][CH:10]=1)([OH:4])[CH3:22]. (4) Given the reactants [CH3:1][N:2]1[C:7]([CH3:8])=[CH:6][C:5](=[O:9])[N:4]([CH3:10])[C:3]1=[O:11].ClC1C=CC=CC=1.[C:19](Cl)(=[O:26])[C:20]1[CH:25]=[CH:24][CH:23]=[CH:22][CH:21]=1.O, predict the reaction product. The product is: [C:19]([C:6]1[C:5](=[O:9])[N:4]([CH3:10])[C:3](=[O:11])[N:2]([CH3:1])[C:7]=1[CH3:8])(=[O:26])[C:20]1[CH:25]=[CH:24][CH:23]=[CH:22][CH:21]=1. (5) Given the reactants C([O:3][C:4]([C:6]1[C:10]2=[N:11][CH:12]=[CH:13][CH:14]=[C:9]2[N:8]([CH2:15][CH2:16][C:17]2[CH:22]=[CH:21][CH:20]=[CH:19][CH:18]=2)[CH:7]=1)=[O:5])C.[ClH:23], predict the reaction product. The product is: [ClH:23].[CH2:15]([N:8]1[C:9]2[C:10](=[N:11][CH:12]=[CH:13][CH:14]=2)[C:6]([C:4]([OH:5])=[O:3])=[CH:7]1)[CH2:16][C:17]1[CH:18]=[CH:19][CH:20]=[CH:21][CH:22]=1. (6) Given the reactants Cl.[CH3:2][S:3]([N:6]1[C:19]2[C:14](=[CH:15][CH:16]=[CH:17][CH:18]=2)[C:8]2([CH2:13][CH2:12][NH:11][CH2:10][CH2:9]2)[CH2:7]1)(=[O:5])=[O:4].[OH-].[Na+].[CH2:22]1[C:30]2[C:25](=[CH:26][CH:27]=[CH:28][CH:29]=2)[CH2:24][CH:23]1[NH:31][C:32](=O)[O:33]C1C=CC=CC=1.O, predict the reaction product. The product is: [CH2:24]1[C:25]2[C:30](=[CH:29][CH:28]=[CH:27][CH:26]=2)[CH2:22][CH:23]1[NH:31][C:32]([N:11]1[CH2:10][CH2:9][C:8]2([C:14]3[C:19](=[CH:18][CH:17]=[CH:16][CH:15]=3)[N:6]([S:3]([CH3:2])(=[O:4])=[O:5])[CH2:7]2)[CH2:13][CH2:12]1)=[O:33]. (7) Given the reactants [H-].[Na+].[Cl:3][C:4]1[CH:9]=[CH:8][CH:7]=[C:6]([Cl:10])[C:5]=1[C:11]1[C:15]([CH2:16][O:17][C:18]2[CH:19]=[C:20]3[C:24](=[CH:25][CH:26]=2)[NH:23][CH:22]=[CH:21]3)=[C:14]([CH:27]([CH3:29])[CH3:28])[O:13][N:12]=1.Cl[C:31]([C:33]1[CH:34]=[C:35]([CH:43]=[CH:44][CH:45]=1)[C:36]([O:38][C:39]([CH3:42])([CH3:41])[CH3:40])=[O:37])=[O:32].C(OCC)(=O)C, predict the reaction product. The product is: [Cl:3][C:4]1[CH:9]=[CH:8][CH:7]=[C:6]([Cl:10])[C:5]=1[C:11]1[C:15]([CH2:16][O:17][C:18]2[CH:19]=[C:20]3[C:24](=[CH:25][CH:26]=2)[N:23]([C:31]([C:33]2[CH:34]=[C:35]([CH:43]=[CH:44][CH:45]=2)[C:36]([O:38][C:39]([CH3:41])([CH3:42])[CH3:40])=[O:37])=[O:32])[CH:22]=[CH:21]3)=[C:14]([CH:27]([CH3:29])[CH3:28])[O:13][N:12]=1. (8) Given the reactants [CH3:1][C@@H:2]([CH2:5][CH2:6][OH:7])[CH2:3][OH:4].[Si:8](Cl)([C:21]([CH3:24])([CH3:23])[CH3:22])([C:15]1[CH:20]=[CH:19][CH:18]=[CH:17][CH:16]=1)[C:9]1[CH:14]=[CH:13][CH:12]=[CH:11][CH:10]=1.N12CCCN=C1CCCCC2, predict the reaction product. The product is: [Si:8]([O:7][CH2:6][CH2:5][C@H:2]([CH3:1])[CH2:3][OH:4])([C:21]([CH3:24])([CH3:23])[CH3:22])([C:15]1[CH:16]=[CH:17][CH:18]=[CH:19][CH:20]=1)[C:9]1[CH:14]=[CH:13][CH:12]=[CH:11][CH:10]=1.